Task: Predict the reaction yield, written as a fraction of the theoretical maximum amount of product (1.0 means a 100% yield; for example, 0.34 means a 34% yield).. Dataset: Reaction yield outcomes from USPTO patents with 853,638 reactions (1) The catalyst is C1COCC1. The reactants are [NH2:1][C:2]1[C:3]2[CH2:14][N:13]([C:15]([O:17][C:18]([CH3:21])([CH3:20])[CH3:19])=[O:16])[C:12]([CH3:23])([CH3:22])[C:4]=2[N:5]([C:7]([O:9][CH2:10][CH3:11])=[O:8])[N:6]=1.[F:24][C:25]1[CH:26]=[C:27]([N:31]=[C:32]=[O:33])[CH:28]=[CH:29][CH:30]=1. The yield is 0.710. The product is [F:24][C:25]1[CH:26]=[C:27]([NH:31][C:32]([NH:1][C:2]2[C:3]3[CH2:14][N:13]([C:15]([O:17][C:18]([CH3:21])([CH3:20])[CH3:19])=[O:16])[C:12]([CH3:22])([CH3:23])[C:4]=3[N:5]([C:7]([O:9][CH2:10][CH3:11])=[O:8])[N:6]=2)=[O:33])[CH:28]=[CH:29][CH:30]=1. (2) The catalyst is C(#N)C. The yield is 0.910. The product is [Br:16][CH2:17][CH2:18][N:10]1[C:11]([C:13](=[O:15])[CH3:14])=[CH:12][C:8]([N:3]2[C:2]([CH3:1])=[CH:6][CH:5]=[C:4]2[CH3:7])=[N:9]1. The reactants are [CH3:1][C:2]1[N:3]([C:8]2[CH:12]=[C:11]([C:13](=[O:15])[CH3:14])[NH:10][N:9]=2)[C:4]([CH3:7])=[CH:5][CH:6]=1.[Br:16][CH2:17][CH2:18]Br.C([O-])([O-])=O.[K+].[K+].